This data is from Aqueous solubility values for 9,982 compounds from the AqSolDB database. The task is: Regression/Classification. Given a drug SMILES string, predict its absorption, distribution, metabolism, or excretion properties. Task type varies by dataset: regression for continuous measurements (e.g., permeability, clearance, half-life) or binary classification for categorical outcomes (e.g., BBB penetration, CYP inhibition). For this dataset (solubility_aqsoldb), we predict Y. (1) The molecule is O=[Zr]=O. The Y is -6.35 log mol/L. (2) The compound is CC1(C)NC(=O)N(Cc2ccccc2)C1=O. The Y is -1.80 log mol/L.